From a dataset of Forward reaction prediction with 1.9M reactions from USPTO patents (1976-2016). Predict the product of the given reaction. (1) Given the reactants [CH:1]([O:4][C:5]1[CH:21]=[CH:20][C:8]([O:9][C:10]2[S:11][C:12](/[CH:15]=[CH:16]/[C:17](=[O:19])[CH3:18])=[CH:13][N:14]=2)=[CH:7][CH:6]=1)([CH3:3])[CH3:2].[Cl-].[Ce+3].[Cl-].[Cl-].[BH4-].[Na+], predict the reaction product. The product is: [CH:1]([O:4][C:5]1[CH:21]=[CH:20][C:8]([O:9][C:10]2[S:11][C:12](/[CH:15]=[CH:16]/[CH:17]([OH:19])[CH3:18])=[CH:13][N:14]=2)=[CH:7][CH:6]=1)([CH3:2])[CH3:3]. (2) The product is: [Cl:34][C:28]1[C:27]([CH3:35])=[C:26]([NH:25][C@@H:10]([C:11]2[O:12][C:15]([C:16]3[CH:17]=[CH:18][C:19]([C:22]#[N:23])=[CH:20][CH:21]=3)=[N:14][N:13]=2)[CH2:9][OH:8])[CH:31]=[CH:30][C:29]=1[C:32]#[N:33]. Given the reactants [Si]([O:8][CH2:9][C@@H:10]([NH:25][C:26]1[CH:31]=[CH:30][C:29]([C:32]#[N:33])=[C:28]([Cl:34])[C:27]=1[CH3:35])[C:11]([NH:13][NH:14][C:15](=O)[C:16]1[CH:21]=[CH:20][C:19]([C:22]#[N:23])=[CH:18][CH:17]=1)=[O:12])(C(C)(C)C)(C)C.CCCC[N+](CCCC)(CCCC)CCCC.[F-], predict the reaction product. (3) Given the reactants [NH2:1][C:2]1[C:3]([NH:13][CH2:14][CH2:15][CH2:16][OH:17])=[C:4]([CH:9]=[CH:10][C:11]=1[Cl:12])[C:5]([O:7][CH3:8])=[O:6].[N:18]([C:21]1[CH:22]=[CH:23][C:24]([N:28]([CH3:30])[CH3:29])=[N:25][C:26]=1[CH3:27])=[C:19]=[S:20], predict the reaction product. The product is: [Cl:12][C:11]1[CH:10]=[CH:9][C:4]([C:5]([O:7][CH3:8])=[O:6])=[C:3]([NH:13][CH2:14][CH2:15][CH2:16][OH:17])[C:2]=1[NH:1][C:19](=[S:20])[NH:18][C:21]1[C:26]([CH3:27])=[N:25][C:24]([N:28]([CH3:29])[CH3:30])=[CH:23][CH:22]=1. (4) Given the reactants Cl[CH2:2][CH2:3][N:4]=[C:5]=[S:6].[Cl:7][C:8]1[C:15]([Cl:16])=[CH:14][CH:13]=[CH:12][C:9]=1[CH2:10][NH2:11].[OH-].[Na+], predict the reaction product. The product is: [Cl:7][C:8]1[C:15]([Cl:16])=[CH:14][CH:13]=[CH:12][C:9]=1[CH2:10][NH:11][C:5]1[S:6][CH2:2][CH2:3][N:4]=1. (5) Given the reactants [C:1]([C:5]1[NH:9][C:8]([C:10]([O:12][CH3:13])=[O:11])=[C:7]([N+:14]([O-:16])=[O:15])[CH:6]=1)([CH3:4])([CH3:3])[CH3:2].S(OC)(O[CH3:21])(=O)=O.[OH-].[Na+], predict the reaction product. The product is: [C:1]([C:5]1[N:9]([CH3:21])[C:8]([C:10]([O:12][CH3:13])=[O:11])=[C:7]([N+:14]([O-:16])=[O:15])[CH:6]=1)([CH3:4])([CH3:2])[CH3:3]. (6) Given the reactants [ClH:1].[NH:2]1[C:10]2[C:5](=[CH:6][CH:7]=[CH:8][CH:9]=2)[C:4]([CH2:11][C@H:12]([NH:16][CH2:17][CH2:18][CH3:19])[CH2:13][CH2:14][CH3:15])=[CH:3]1, predict the reaction product. The product is: [ClH:1].[NH:2]1[C:10]2[C:5](=[CH:6][CH:7]=[CH:8][CH:9]=2)[C:4]([CH2:11][C@H:12]([NH:16][CH2:17][CH2:18][CH3:19])[CH2:13][CH2:14][CH3:15])=[CH:3]1.